Dataset: Full USPTO retrosynthesis dataset with 1.9M reactions from patents (1976-2016). Task: Predict the reactants needed to synthesize the given product. Given the product [C:14]([C:11]1[CH2:12][CH2:13][C@H:9]([OH:8])[CH:10]=1)([CH3:16])=[CH2:15], predict the reactants needed to synthesize it. The reactants are: C([Si]([O:8][C@H:9]1[CH2:13][CH2:12][C:11]([C:14]([CH3:16])=[CH2:15])=[CH:10]1)(C)C)(C)(C)C.[F-].C([NH3+])(C)(C)C.